From a dataset of Catalyst prediction with 721,799 reactions and 888 catalyst types from USPTO. Predict which catalyst facilitates the given reaction. (1) Reactant: [NH:1]1[CH2:6][CH2:5][CH2:4][CH2:3][CH2:2]1.[C:7]([O:11][C:12]([N:14]1[CH2:19][CH2:18][CH:17]([CH2:20][CH2:21]OS(C2C=CC(C)=CC=2)(=O)=O)[CH2:16][CH2:15]1)=[O:13])([CH3:10])([CH3:9])[CH3:8]. Product: [C:7]([O:11][C:12]([N:14]1[CH2:15][CH2:16][CH:17]([CH2:20][CH2:21][N:1]2[CH2:6][CH2:5][CH2:4][CH2:3][CH2:2]2)[CH2:18][CH2:19]1)=[O:13])([CH3:8])([CH3:9])[CH3:10]. The catalyst class is: 23. (2) Reactant: C([O:8][C@@H:9]1[C@@H:14]([O:15]CC2C=CC=CC=2)[C@H:13]([O:23]CC2C=CC=CC=2)[C@@H:12]([CH2:31][O:32]CC2C=CC=CC=2)[O:11][C@:10]21[C:47]1[C:42](=[CH:43][C:44]([Cl:57])=[C:45]([CH2:48][C:49]3[CH:54]=[CH:53][C:52]([CH2:55][CH3:56])=[CH:51][CH:50]=3)[CH:46]=1)[CH2:41][CH2:40]2)C1C=CC=CC=1. Product: [Cl:57][C:44]1[CH:43]=[C:42]2[C:47](=[CH:46][C:45]=1[CH2:48][C:49]1[CH:50]=[CH:51][C:52]([CH2:55][CH3:56])=[CH:53][CH:54]=1)[C@:10]1([C@H:9]([OH:8])[C@@H:14]([OH:15])[C@H:13]([OH:23])[C@@H:12]([CH2:31][OH:32])[O:11]1)[CH2:40][CH2:41]2. The catalyst class is: 19. (3) Reactant: [NH2:1][C:2]1[CH:7]=[CH:6][C:5]([C:8]2[N:9]([CH2:22][CH3:23])[C:10]3[C:15]([C:16]=2[C:17]#[N:18])=[CH:14][CH:13]=[C:12]([O:19][CH2:20][CH3:21])[CH:11]=3)=[CH:4][CH:3]=1.Cl[CH2:25][C:26]([N:28]=[C:29]=[O:30])=[O:27].C1CCN2C(=NCCC2)CC1. Product: [O:30]=[C:29]1[NH:28][C:26](=[O:27])[CH2:25][N:1]1[C:2]1[CH:3]=[CH:4][C:5]([C:8]2[N:9]([CH2:22][CH3:23])[C:10]3[C:15]([C:16]=2[C:17]#[N:18])=[CH:14][CH:13]=[C:12]([O:19][CH2:20][CH3:21])[CH:11]=3)=[CH:6][CH:7]=1. The catalyst class is: 12.